From a dataset of Full USPTO retrosynthesis dataset with 1.9M reactions from patents (1976-2016). Predict the reactants needed to synthesize the given product. (1) Given the product [Cl:17][C:18]1[C:19]([O:56][CH2:55][CH:52]2[CH2:53][CH2:54][C:49]3([CH2:47][CH2:48]3)[CH2:50][CH2:51]2)=[CH:20][C:21]([F:33])=[C:22]([CH:32]=1)[C:23]([NH:25][S:26](=[O:31])(=[O:30])[N:27]([CH3:29])[CH3:28])=[O:24], predict the reactants needed to synthesize it. The reactants are: ClC1C(F)=CC(F)=C(C=1)C(NS(C)(=O)=O)=O.[Cl:17][C:18]1[C:19](F)=[CH:20][C:21]([F:33])=[C:22]([CH:32]=1)[C:23]([NH:25][S:26](=[O:31])(=[O:30])[N:27]([CH3:29])[CH3:28])=[O:24].C12(CO)CC3CC(CC(C3)C1)C2.[CH2:47]1[C:49]2([CH2:54][CH2:53][CH:52]([CH2:55][OH:56])[CH2:51][CH2:50]2)[CH2:48]1. (2) Given the product [F:32][C:33]1[CH:34]=[C:35]([CH:38]=[CH:39][C:40]=1[F:41])[CH2:36][O:37][C:5]1[N:10]=[C:9]([O:11][CH:12]([CH3:14])[CH3:13])[C:8]([C:15]2[CH:20]=[CH:19][C:18]([Cl:21])=[CH:17][CH:16]=2)=[C:7]([C:22]2[CH:27]=[CH:26][C:25]([Cl:28])=[CH:24][C:23]=2[Cl:29])[N:6]=1, predict the reactants needed to synthesize it. The reactants are: CS([C:5]1[N:10]=[C:9]([O:11][CH:12]([CH3:14])[CH3:13])[C:8]([C:15]2[CH:20]=[CH:19][C:18]([Cl:21])=[CH:17][CH:16]=2)=[C:7]([C:22]2[CH:27]=[CH:26][C:25]([Cl:28])=[CH:24][C:23]=2[Cl:29])[N:6]=1)(=O)=O.[H-].[Na+].[F:32][C:33]1[CH:34]=[C:35]([CH:38]=[CH:39][C:40]=1[F:41])[CH2:36][OH:37]. (3) Given the product [C:17]([C:16]1[CH:15]=[CH:14][C:4]([CH2:5][N:6]2[CH2:9][CH:8]([C:10]([O:12][CH3:13])=[O:11])[CH2:7]2)=[CH:3][C:2]=1[F:1])#[CH:18], predict the reactants needed to synthesize it. The reactants are: [F:1][C:2]1[CH:3]=[C:4]([CH:14]=[CH:15][C:16]=1[C:17]#[C:18][Si](C)(C)C)[CH2:5][N:6]1[CH2:9][CH:8]([C:10]([O:12][CH3:13])=[O:11])[CH2:7]1.[F-].[Cs+].CN(C=O)C. (4) Given the product [Cl:19][C:20]1[CH:28]=[C:27]([Cl:29])[CH:26]=[CH:25][C:21]=1[C:22]([NH:18][CH:16]([C:5]1([CH2:4][CH:1]2[CH2:2][CH2:3]2)[CH2:6][CH2:7][CH:8]([S:11][CH2:12][CH:13]2[CH2:14][CH2:15]2)[CH2:9][CH2:10]1)[CH3:17])=[O:23], predict the reactants needed to synthesize it. The reactants are: [CH:1]1([CH2:4][C:5]2([CH:16]([NH2:18])[CH3:17])[CH2:10][CH2:9][CH:8]([S:11][CH2:12][CH:13]3[CH2:15][CH2:14]3)[CH2:7][CH2:6]2)[CH2:3][CH2:2]1.[Cl:19][C:20]1[CH:28]=[C:27]([Cl:29])[CH:26]=[CH:25][C:21]=1[C:22](Cl)=[O:23].C(N(CC)CC)C. (5) The reactants are: [CH3:1][NH:2][C:3]1[CH:8]=[CH:7][N:6]2[CH:9]=[C:10]([C:12]3[CH:17]=[CH:16][C:15]([OH:18])=[CH:14][CH:13]=3)[N:11]=[C:5]2[CH:4]=1.Br[CH2:20][CH2:21][F:22].C([O-])([O-])=O.[Cs+].[Cs+]. Given the product [F:22][CH2:21][CH2:20][O:18][C:15]1[CH:16]=[CH:17][C:12]([C:10]2[N:11]=[C:5]3[CH:4]=[C:3]([NH:2][CH3:1])[CH:8]=[CH:7][N:6]3[CH:9]=2)=[CH:13][CH:14]=1, predict the reactants needed to synthesize it. (6) Given the product [OH:1][C:2]([CH3:34])([CH3:35])[CH2:3][C@:4]1([C:28]2[CH:29]=[CH:30][CH:31]=[CH:32][CH:33]=2)[CH2:5][CH2:6][N:7]([C@H:10]([C:12]2[CH:17]=[CH:16][C:15]([C:37]3[CH:42]=[CH:41][N:40]([CH3:43])[C:39](=[O:44])[CH:38]=3)=[CH:14][CH:13]=2)[CH3:11])[C:45](=[O:48])[CH2:9]1, predict the reactants needed to synthesize it. The reactants are: [OH:1][C:2]([CH3:35])([CH3:34])[CH2:3][C@:4]1([C:28]2[CH:33]=[CH:32][CH:31]=[CH:30][CH:29]=2)[CH2:9]C[N:7]([C@H:10]([C:12]2[CH:17]=[CH:16][C:15](B3OC(C)(C)C(C)(C)O3)=[CH:14][CH:13]=2)[CH3:11])[C:6](=O)[CH2:5]1.I[C:37]1[CH:42]=[CH:41][N:40]([CH3:43])[C:39](=[O:44])[CH:38]=1.[C:45]([O-:48])([O-])=O.[Cs+].[Cs+]. (7) The reactants are: [F:1][C:2]1[CH:7]=[CH:6][CH:5]=[CH:4][C:3]=1[C:8]12[CH2:16][N:15]([C:17]3[N:22]=[CH:21][C:20]([F:23])=[CH:19][N:18]=3)[CH2:14][CH:13]1[CH2:12][S:11][C:10]([NH2:24])=[N:9]2. Given the product [F:1][C:2]1[CH:7]=[CH:6][CH:5]=[CH:4][C:3]=1[C@:8]12[CH2:16][N:15]([C:17]3[N:22]=[CH:21][C:20]([F:23])=[CH:19][N:18]=3)[CH2:14][C@H:13]1[CH2:12][S:11][C:10]([NH2:24])=[N:9]2, predict the reactants needed to synthesize it.